Dataset: Forward reaction prediction with 1.9M reactions from USPTO patents (1976-2016). Task: Predict the product of the given reaction. (1) The product is: [ClH:16].[NH2:15][C:3]1[CH2:4][CH2:5][C@@H:6]([C:8]([O:10][C:11]([CH3:14])([CH3:13])[CH3:12])=[O:9])[N:7]=1. Given the reactants CS[C:3]1[CH2:4][CH2:5][C@@H:6]([C:8]([O:10][C:11]([CH3:14])([CH3:13])[CH3:12])=[O:9])[N:7]=1.[NH4+:15].[Cl-:16], predict the reaction product. (2) The product is: [CH:28]([C:27]1[CH:26]=[C:25]([CH:33]=[C:32]([S:34]([F:38])([F:39])([F:35])([F:36])[F:37])[CH:31]=1)[C:23]([NH:6][C:5]1[CH:7]=[CH:8][C:2]([CH3:1])=[C:3]([N:9]2[C:16]3[N:12]([N:13]=[C:14]([C:17]4[CH:18]=[N:19][CH:20]=[CH:21][CH:22]=4)[CH:15]=3)[CH:11]=[CH:10]2)[CH:4]=1)=[O:24])=[O:29]. Given the reactants [CH3:1][C:2]1[CH:8]=[CH:7][C:5]([NH2:6])=[CH:4][C:3]=1[N:9]1[C:16]2[N:12]([N:13]=[C:14]([C:17]3[CH:18]=[N:19][CH:20]=[CH:21][CH:22]=3)[CH:15]=2)[CH:11]=[CH:10]1.[CH:23]([C:25]1[CH:26]=[C:27]([CH:31]=[C:32]([S:34]([F:39])([F:38])([F:37])([F:36])[F:35])[CH:33]=1)[C:28](O)=[O:29])=[O:24].CN(C(ON1N=NC2C=CC=NC1=2)=[N+](C)C)C.F[P-](F)(F)(F)(F)F.C(N(CC)C(C)C)(C)C.C(=O)(O)[O-].[Na+], predict the reaction product. (3) Given the reactants [C:1]([C:3]1[CH:8]=[CH:7][CH:6]=[CH:5][C:4]=1[NH:9][C:10](=[O:17])[C:11]1[CH:16]=[CH:15][CH:14]=[CH:13][CH:12]=1)#[N:2].Br[CH2:19][C:20]([C:22]1[CH:27]=[CH:26][CH:25]=[CH:24][CH:23]=1)=[O:21].C(=O)([O-])[O-].[K+].[K+], predict the reaction product. The product is: [NH2:2][C:1]1[C:3]2[C:4](=[CH:5][CH:6]=[CH:7][CH:8]=2)[N:9]([C:10](=[O:17])[C:11]2[CH:12]=[CH:13][CH:14]=[CH:15][CH:16]=2)[C:19]=1[C:20]([C:22]1[CH:27]=[CH:26][CH:25]=[CH:24][CH:23]=1)=[O:21]. (4) Given the reactants [Cl:1][C:2]1[C:37]([Cl:38])=[CH:36][C:5]2[N:6]=[C:7]([C:9]3[CH:10]=[C:11]4[C:15](=[CH:16][CH:17]=3)[N:14](S(C3C=CC(C)=CC=3)(=O)=O)[C:13]([CH:28]=[C:29]3[S:33][C:32](=[O:34])[NH:31][C:30]3=[O:35])=[CH:12]4)[NH:8][C:4]=2[CH:3]=1.[OH-].[Na+].C(N1C=CN=C1)(N1C=CN=C1)=O.Cl, predict the reaction product. The product is: [Cl:1][C:2]1[C:37]([Cl:38])=[CH:36][C:5]2[N:6]=[C:7]([C:9]3[CH:10]=[C:11]4[C:15](=[CH:16][CH:17]=3)[NH:14][C:13]([CH:28]=[C:29]3[S:33][C:32](=[O:34])[NH:31][C:30]3=[O:35])=[CH:12]4)[NH:8][C:4]=2[CH:3]=1. (5) Given the reactants CO[C:3](=[O:24])[C:4]1[CH:9]=[CH:8][C:7]([O:10][CH2:11][C:12]2[C:13]([C:17]3[CH:22]=[CH:21][C:20]([Cl:23])=[CH:19][CH:18]=3)=[N:14][O:15][CH:16]=2)=[N:6][CH:5]=1.[CH:25]([NH2:28])([CH3:27])[CH3:26], predict the reaction product. The product is: [Cl:23][C:20]1[CH:19]=[CH:18][C:17]([C:13]2[C:12]([CH2:11][O:10][C:7]3[CH:8]=[CH:9][C:4]([C:3]([NH:28][CH:25]([CH3:27])[CH3:26])=[O:24])=[CH:5][N:6]=3)=[CH:16][O:15][N:14]=2)=[CH:22][CH:21]=1. (6) Given the reactants [N:1]1([C:7]2[N:12]=[C:11]([NH2:13])[CH:10]=[CH:9][N:8]=2)[CH2:6][CH2:5][O:4][CH2:3][CH2:2]1.[CH3:14][O:15][C:16](=[O:30])[C:17]([C:19]1[C:28]2[C:23](=[CH:24][CH:25]=[CH:26][CH:27]=2)[C:22](Br)=[CH:21][CH:20]=1)=[O:18].C1C=CC(P(C2C(C3C(P(C4C=CC=CC=4)C4C=CC=CC=4)=CC=C4C=3C=CC=C4)=C3C(C=CC=C3)=CC=2)C2C=CC=CC=2)=CC=1, predict the reaction product. The product is: [CH3:14][O:15][C:16](=[O:30])[C:17]([C:19]1[C:28]2[C:23](=[CH:24][CH:25]=[CH:26][CH:27]=2)[C:22]([NH:13][C:11]2[CH:10]=[CH:9][N:8]=[C:7]([N:1]3[CH2:6][CH2:5][O:4][CH2:3][CH2:2]3)[N:12]=2)=[CH:21][CH:20]=1)=[O:18]. (7) The product is: [Cl:1][C:2]1[CH:3]=[C:4]([C@@H:9]([C:22]2[CH:27]=[CH:26][C:25]([C:28]3[CH:32]=[N:31][NH:30][CH:29]=3)=[CH:24][CH:23]=2)[CH2:10][C:11]([NH2:13])=[O:12])[CH:5]=[CH:6][C:7]=1[Cl:8]. Given the reactants [Cl:1][C:2]1[CH:3]=[C:4]([C@@H:9]([C:22]2[CH:27]=[CH:26][C:25]([C:28]3[CH:29]=[N:30][NH:31][CH:32]=3)=[CH:24][CH:23]=2)[CH2:10][C:11]([NH:13][C@H](C2C=CC=CC=2)C)=[O:12])[CH:5]=[CH:6][C:7]=1[Cl:8].O.[OH-].[Na+], predict the reaction product. (8) Given the reactants [CH3:1][O:2][C:3]1[CH:4]=[C:5]2[C:10](=[CH:11][CH:12]=1)[CH:9]=[C:8]([CH:13]=[N:14][CH3:15])[CH:7]=[CH:6]2.[BH4-].[Na+].Cl, predict the reaction product. The product is: [CH3:1][O:2][C:3]1[CH:4]=[C:5]2[C:10](=[CH:11][CH:12]=1)[CH:9]=[C:8]([CH2:13][NH:14][CH3:15])[CH:7]=[CH:6]2.